From a dataset of Reaction yield outcomes from USPTO patents with 853,638 reactions. Predict the reaction yield, written as a fraction of the theoretical maximum amount of product (1.0 means a 100% yield; for example, 0.34 means a 34% yield). (1) The product is [NH2:30][C:26]([C@@H:17]1[N:16]([C:14]([O:13][C:9]([CH3:12])([CH3:11])[CH3:10])=[O:15])[C@H:20]([C:21]([O:23][CH2:24][CH3:25])=[O:22])[CH2:19][CH2:18]1)=[O:28]. The reactants are ClC(OCC(C)C)=O.[C:9]([O:13][C:14]([N:16]1[C@H:20]([C:21]([O:23][CH2:24][CH3:25])=[O:22])[CH2:19][CH2:18][C@@H:17]1[C:26]([OH:28])=O)=[O:15])([CH3:12])([CH3:11])[CH3:10].[OH-].[NH4+:30]. The catalyst is C1COCC1.CCN(CC)CC.O. The yield is 1.00. (2) The catalyst is O. The product is [CH3:26][O:25][C:23]([NH:2][C@@H:3]([CH2:8][C:9]1[CH:14]=[CH:13][CH:12]=[CH:11][CH:10]=1)[C:4](=[O:7])[CH2:5][Cl:6])=[O:24]. The yield is 0.780. The reactants are Cl.[NH2:2][C@@H:3]([CH2:8][C:9]1[CH:14]=[CH:13][CH:12]=[CH:11][CH:10]=1)[C:4](=[O:7])[CH2:5][Cl:6].C1(C)C=CC=CC=1.Cl[C:23]([O:25][CH3:26])=[O:24].C(=O)([O-])O.[Na+]. (3) The reactants are [CH:1]1[C:10]2[C:5](=[CH:6][CH:7]=[CH:8][CH:9]=2)[CH:4]=[CH:3][N+:2]=1[O-].C(Cl)(Cl)[Cl:13].P(Cl)(Cl)(Cl)=O. The catalyst is O. The product is [Cl:13][C:1]1[C:10]2[C:5](=[CH:6][CH:7]=[CH:8][CH:9]=2)[CH:4]=[CH:3][N:2]=1. The yield is 0.449. (4) The reactants are [Cl:1][C:2]1[CH:7]=[CH:6][N:5]=[C:4]2[CH:8]=[C:9]([CH:11]=O)[S:10][C:3]=12.[NH:13]1[CH2:18][CH2:17][O:16][CH2:15][CH2:14]1.C(O)(=O)C.C([BH3-])#N.[Na+]. The catalyst is CO.CO.CCOC(C)=O. The product is [Cl:1][C:2]1[CH:7]=[CH:6][N:5]=[C:4]2[CH:8]=[C:9]([CH2:11][N:13]3[CH2:18][CH2:17][O:16][CH2:15][CH2:14]3)[S:10][C:3]=12. The yield is 0.290. (5) The reactants are Br[C:2]1[CH:3]=[C:4]([NH2:9])[C:5]([NH2:8])=[N:6][CH:7]=1.[B:10]1([B:10]2[O:14][C:13]([CH3:16])([CH3:15])[C:12]([CH3:18])([CH3:17])[O:11]2)[O:14][C:13]([CH3:16])([CH3:15])[C:12]([CH3:18])([CH3:17])[O:11]1.C(Cl)Cl.CC([O-])=O.[K+]. The catalyst is O1CCOCC1.C1C=CC(P(C2C=CC=CC=2)[C-]2C=CC=C2)=CC=1.C1C=CC(P(C2C=CC=CC=2)[C-]2C=CC=C2)=CC=1.Cl[Pd]Cl.[Fe+2]. The product is [CH3:17][C:12]1([CH3:18])[C:13]([CH3:16])([CH3:15])[O:14][B:10]([C:2]2[CH:3]=[C:4]([NH2:9])[C:5]([NH2:8])=[N:6][CH:7]=2)[O:11]1. The yield is 0.990. (6) The reactants are [CH2:1]([O:3][C:4]1[C:5]([O:19][CH2:20][C:21]2[CH:26]=[CH:25][C:24]([O:27][CH3:28])=[CH:23][CH:22]=2)=[N:6][CH:7]=[C:8](B2OC(C)(C)C(C)(C)O2)[CH:9]=1)[CH3:2].[C:29]([C:32]1[N:37]=[CH:36][C:35]([NH:38][C:39](=[O:49])[CH2:40][C:41]2[CH:46]=[CH:45][C:44](Br)=[CH:43][C:42]=2[F:48])=[CH:34][C:33]=1[C:50]([F:53])([F:52])[F:51])(=[O:31])[CH3:30].C(=O)([O-])[O-].[Cs+].[Cs+]. The catalyst is O1CCOCC1.O.C1C=CC(P(C2C=CC=CC=2)[C-]2C=CC=C2)=CC=1.C1C=CC(P(C2C=CC=CC=2)[C-]2C=CC=C2)=CC=1.Cl[Pd]Cl.[Fe+2]. The product is [C:29]([C:32]1[N:37]=[CH:36][C:35]([NH:38][C:39](=[O:49])[CH2:40][C:41]2[CH:46]=[CH:45][C:44]([C:8]3[CH:7]=[N:6][C:5]([O:19][CH2:20][C:21]4[CH:22]=[CH:23][C:24]([O:27][CH3:28])=[CH:25][CH:26]=4)=[C:4]([O:3][CH2:1][CH3:2])[CH:9]=3)=[CH:43][C:42]=2[F:48])=[CH:34][C:33]=1[C:50]([F:51])([F:53])[F:52])(=[O:31])[CH3:30]. The yield is 0.387.